This data is from CYP2C9 inhibition data for predicting drug metabolism from PubChem BioAssay. The task is: Regression/Classification. Given a drug SMILES string, predict its absorption, distribution, metabolism, or excretion properties. Task type varies by dataset: regression for continuous measurements (e.g., permeability, clearance, half-life) or binary classification for categorical outcomes (e.g., BBB penetration, CYP inhibition). Dataset: cyp2c9_veith. (1) The molecule is COC(=O)[C@@]1(Cc2ccc(F)cc2)[C@H]2c3cc(C(=O)N4CCCC4)n(Cc4cccc5ccccc45)c3C[C@H]2CN1C(=O)c1ccccc1. The result is 1 (inhibitor). (2) The molecule is O=c1c(CCc2ccccc2)nc2cnc(Oc3ccccc3)nc2n1C1CC1. The result is 1 (inhibitor). (3) The result is 0 (non-inhibitor). The compound is O=C(NCCN1CCN(Cc2ccccc2)CC1)C1c2ccccc2C(=O)N2CCc3ccccc3C12. (4) The drug is COc1cc([N+](=O)[O-])ccc1NC(=O)CCCOc1cccc(C)c1. The result is 1 (inhibitor).